From a dataset of Forward reaction prediction with 1.9M reactions from USPTO patents (1976-2016). Predict the product of the given reaction. (1) Given the reactants [CH3:1][N:2]1[CH2:7][CH2:6][CH:5]([NH:8][CH2:9][CH2:10][C:11]2[CH:16]=[CH:15][CH:14]=[C:13](Cl)[C:12]=2[F:18])[CH2:4][CH2:3]1.C(=[NH:32])(C1C=CC=CC=1)C1C=CC=CC=1.C(P(C(C)(C)C)C1C=CC=CC=1C1C=CC=CC=1)(C)(C)C.CC(C)([O-])C.[Na+].Cl, predict the reaction product. The product is: [CH3:1][N:2]1[CH2:7][CH2:6][CH:5]([NH:8][CH2:9][CH2:10][C:11]2[CH:16]=[CH:15][CH:14]=[C:13]([NH2:32])[C:12]=2[F:18])[CH2:4][CH2:3]1. (2) Given the reactants CS(C)(=O)=O.Cl.[C:7](Cl)(=[NH:9])[NH2:8].C([O:13][C:14]([C:16]1[C:24]2[C:19](=[CH:20][CH:21]=[CH:22][C:23]=2[Cl:25])[NH:18][C:17]=1[NH2:26])=O)C.O.N, predict the reaction product. The product is: [NH2:8][C:7]1[NH:9][C:14](=[O:13])[C:16]2[C:24]3[C:19](=[CH:20][CH:21]=[CH:22][C:23]=3[Cl:25])[NH:18][C:17]=2[N:26]=1. (3) Given the reactants [H-].[Na+].[Si:3]([O:10][CH:11]1[CH2:14][N:13]([CH2:15][C@H:16]([OH:27])[C:17]([NH:19][C:20]2[CH:25]=[CH:24][C:23]([CH3:26])=[CH:22][N:21]=2)=[O:18])[CH2:12]1)([C:6]([CH3:9])([CH3:8])[CH3:7])([CH3:5])[CH3:4].Cl[C:29]1[N:34]=[CH:33][N:32]=[C:31]2[N:35]([C:38]3[CH:43]=[CH:42][CH:41]=[CH:40][C:39]=3[Cl:44])[N:36]=[CH:37][C:30]=12.C(O)(=O)CC(CC(O)=O)(C(O)=O)O, predict the reaction product. The product is: [Si:3]([O:10][CH:11]1[CH2:14][N:13]([CH2:15][C@H:16]([O:27][C:29]2[N:34]=[CH:33][N:32]=[C:31]3[N:35]([C:38]4[CH:43]=[CH:42][CH:41]=[CH:40][C:39]=4[Cl:44])[N:36]=[CH:37][C:30]=23)[C:17]([NH:19][C:20]2[CH:25]=[CH:24][C:23]([CH3:26])=[CH:22][N:21]=2)=[O:18])[CH2:12]1)([C:6]([CH3:9])([CH3:8])[CH3:7])([CH3:5])[CH3:4]. (4) Given the reactants Br[C:2]1[C:7]([Cl:8])=[CH:6][N:5]=[C:4]([NH:9][C:10]([C@@H:12]2[CH2:17][CH2:16][CH2:15][N:14]([C:18]([O:20][C:21]([CH3:24])([CH3:23])[CH3:22])=[O:19])[CH2:13]2)=[O:11])[CH:3]=1.[CH3:40][C:35]1([CH3:41])[C:36](C)([CH3:39])OB(B2O[C:36]([CH3:39])(C)[C:35]([CH3:41])([CH3:40])O2)O1.[C:43]([O-])(=O)[CH3:44].[K+].[C:48](=[O:51])([O-])[O-].[Na+].[Na+], predict the reaction product. The product is: [Cl:8][C:7]1[C:2]([C:3]2[CH:2]=[CH:7][C:6]3[N:5]=[CH:4][N:9]([CH2:41][CH:35]4[CH2:36][CH2:39][O:51][CH2:48][CH2:40]4)[C:43]=3[CH:44]=2)=[CH:3][C:4]([NH:9][C:10]([C@@H:12]2[CH2:17][CH2:16][CH2:15][N:14]([C:18]([O:20][C:21]([CH3:24])([CH3:23])[CH3:22])=[O:19])[CH2:13]2)=[O:11])=[N:5][CH:6]=1. (5) Given the reactants [NH2:1][CH2:2][C:3]1[N:7]([CH2:8][C:9]([CH3:20])([CH3:19])[CH2:10][NH:11][C:12](=[O:18])[O:13][C:14]([CH3:17])([CH3:16])[CH3:15])[C:6]2[CH:21]=[CH:22][CH:23]=[CH:24][C:5]=2[N:4]=1.[N:25]1[C:34]2[CH:33](NCC3N(C4CCN(C(OC(C)(C)C)=O)CC4)C4C=CC=CC=4N=3)[CH2:32][CH2:31][CH2:30][C:29]=2[CH:28]=[CH:27][CH:26]=1, predict the reaction product. The product is: [CH3:20][C:9]([CH3:19])([CH2:8][N:7]1[C:6]2[CH:21]=[CH:22][CH:23]=[CH:24][C:5]=2[N:4]=[C:3]1[CH2:2][NH:1][CH:33]1[C:34]2[N:25]=[CH:26][CH:27]=[CH:28][C:29]=2[CH2:30][CH2:31][CH2:32]1)[CH2:10][NH:11][C:12](=[O:18])[O:13][C:14]([CH3:15])([CH3:16])[CH3:17]. (6) Given the reactants CS(O[CH2:6][C:7]1[CH:12]=[CH:11][C:10]([Br:13])=[C:9]([Cl:14])[CH:8]=1)(=O)=O.Cl.[N:16]1[CH:21]=[CH:20][CH:19]=[N:18][C:17]=1[OH:22].C(=O)([O-])[O-].[K+].[K+], predict the reaction product. The product is: [Br:13][C:10]1[CH:11]=[CH:12][C:7]([CH2:6][N:18]2[CH:19]=[CH:20][CH:21]=[N:16][C:17]2=[O:22])=[CH:8][C:9]=1[Cl:14]. (7) Given the reactants C[O:2][C:3]([CH:5]1[CH2:18][C:17]2[CH:16]=[C:15]3[C:10]([O:11][C@@H:12]([C:19]4[CH:24]=[CH:23][C:22]([O:25][CH2:26][C:27]5[CH:32]=[CH:31][C:30]([Cl:33])=[C:29]([Cl:34])[CH:28]=5)=[CH:21][CH:20]=4)[CH2:13][NH:14]3)=[CH:9][C:8]=2[CH2:7][N:6]1[C:35]([O:37][C:38]([CH3:41])([CH3:40])[CH3:39])=[O:36])=[O:4].[OH-].[Li+].Cl, predict the reaction product. The product is: [C:38]([O:37][C:35]([N:6]1[CH:5]([C:3]([OH:4])=[O:2])[CH2:18][C:17]2[CH:16]=[C:15]3[C:10]([O:11][C@@H:12]([C:19]4[CH:24]=[CH:23][C:22]([O:25][CH2:26][C:27]5[CH:32]=[CH:31][C:30]([Cl:33])=[C:29]([Cl:34])[CH:28]=5)=[CH:21][CH:20]=4)[CH2:13][NH:14]3)=[CH:9][C:8]=2[CH2:7]1)=[O:36])([CH3:41])([CH3:39])[CH3:40]. (8) The product is: [CH3:25][O:26][C:27]1[CH:32]=[CH:31][C:30]([C:2]2[S:6][C:5]([C:7]([O:9][CH3:10])=[O:8])=[C:4]([C:11]3[CH:16]=[CH:15][C:14]([S:17](=[O:20])(=[O:19])[NH2:18])=[CH:13][CH:12]=3)[C:3]=2[CH3:21])=[CH:29][CH:28]=1. Given the reactants Br[C:2]1[S:6][C:5]([C:7]([O:9][CH3:10])=[O:8])=[C:4]([C:11]2[CH:16]=[CH:15][C:14]([S:17](=[O:20])(=[O:19])[NH2:18])=[CH:13][CH:12]=2)[C:3]=1[CH3:21].C(O)C.[CH3:25][O:26][C:27]1[CH:32]=[CH:31][C:30](B(O)O)=[CH:29][CH:28]=1.C(=O)([O-])[O-].[K+].[K+], predict the reaction product. (9) Given the reactants [C:1]([O:5][C:6](=[O:22])[NH:7][C:8]1[CH:13]=[C:12](Cl)[C:11]([C:15]([F:18])([F:17])[F:16])=[CH:10][C:9]=1[N+:19]([O-:21])=[O:20])([CH3:4])([CH3:3])[CH3:2].Cl.[CH:24]1([CH2:27][NH:28][CH3:29])[CH2:26][CH2:25]1.CCN(CC)CC, predict the reaction product. The product is: [C:1]([O:5][C:6](=[O:22])[NH:7][C:8]1[CH:13]=[C:12]([N:28]([CH2:27][CH:24]2[CH2:26][CH2:25]2)[CH3:29])[C:11]([C:15]([F:18])([F:17])[F:16])=[CH:10][C:9]=1[N+:19]([O-:21])=[O:20])([CH3:4])([CH3:3])[CH3:2]. (10) Given the reactants [CH3:1][O:2][C:3]1[CH:21]=[CH:20][C:6]([C:7]([C:9]2[C:18](=[O:19])[C:17]3[C:12](=[CH:13][CH:14]=[CH:15][N:16]=3)[NH:11][CH:10]=2)=[O:8])=[CH:5][C:4]=1[CH3:22].[Br:23][C:24]1[CH:29]=[CH:28][CH:27]=[C:26]([CH2:30]Br)[N:25]=1.C[Si](C)(C)N[Si](C)(C)C.[K], predict the reaction product. The product is: [Br:23][C:24]1[N:25]=[C:26]([CH2:30][N:11]2[C:12]3[C:17](=[N:16][CH:15]=[CH:14][CH:13]=3)[C:18](=[O:19])[C:9]([C:7](=[O:8])[C:6]3[CH:20]=[CH:21][C:3]([O:2][CH3:1])=[C:4]([CH3:22])[CH:5]=3)=[CH:10]2)[CH:27]=[CH:28][CH:29]=1.